The task is: Predict the reaction yield, written as a fraction of the theoretical maximum amount of product (1.0 means a 100% yield; for example, 0.34 means a 34% yield).. This data is from Reaction yield outcomes from USPTO patents with 853,638 reactions. The reactants are [N:1]1([C:7]2[CH:8]=[C:9]3[C:14](=[CH:15][CH:16]=2)[NH:13][C:12](=O)[NH:11][C:10]3=O)[CH2:6][CH2:5][CH2:4][CH2:3][CH2:2]1.[ClH:19].C(N(CC)CC)C.O=P(Cl)(Cl)[Cl:29]. No catalyst specified. The product is [Cl:19][C:12]1[N:11]=[C:10]([Cl:29])[C:9]2[C:14](=[CH:15][CH:16]=[C:7]([N:1]3[CH2:6][CH2:5][CH2:4][CH2:3][CH2:2]3)[CH:8]=2)[N:13]=1. The yield is 0.910.